Dataset: Full USPTO retrosynthesis dataset with 1.9M reactions from patents (1976-2016). Task: Predict the reactants needed to synthesize the given product. (1) The reactants are: [C:1]([O:5][C:6]([NH:8][C@H:9]([C:30]([O:32][CH3:33])=[O:31])[CH2:10][C:11]1[CH:12]=[N:13][C:14]([CH2:17][CH2:18][CH2:19][C:20]2[CH:29]=[CH:28][C:27]3[C:22](=[N:23][CH:24]=[CH:25][CH:26]=3)[N:21]=2)=[CH:15][CH:16]=1)=[O:7])([CH3:4])([CH3:3])[CH3:2]. Given the product [C:1]([O:5][C:6]([NH:8][C@H:9]([C:30]([O:32][CH3:33])=[O:31])[CH2:10][C:11]1[CH:12]=[N:13][C:14]([CH2:17][CH2:18][CH2:19][C:20]2[CH:29]=[CH:28][C:27]3[CH2:26][CH2:25][CH2:24][NH:23][C:22]=3[N:21]=2)=[CH:15][CH:16]=1)=[O:7])([CH3:4])([CH3:3])[CH3:2], predict the reactants needed to synthesize it. (2) Given the product [ClH:36].[F:34][C:32]([F:33])([F:35])[O:31][C:21]1[CH:20]=[C:19]([CH2:18][O:17][C:13]2[CH:12]=[C:11]3[C:16](=[CH:15][CH:14]=2)[NH:8][CH2:9][CH2:10]3)[CH:24]=[CH:23][C:22]=1[C:25]1[CH:26]=[CH:27][CH:28]=[CH:29][CH:30]=1, predict the reactants needed to synthesize it. The reactants are: C(OC([N:8]1[C:16]2[C:11](=[CH:12][C:13]([O:17][CH2:18][C:19]3[CH:24]=[CH:23][C:22]([C:25]4[CH:30]=[CH:29][CH:28]=[CH:27][CH:26]=4)=[C:21]([O:31][C:32]([F:35])([F:34])[F:33])[CH:20]=3)=[CH:14][CH:15]=2)[CH2:10][CH2:9]1)=O)(C)(C)C.[ClH:36].O1CCOCC1.